Dataset: Full USPTO retrosynthesis dataset with 1.9M reactions from patents (1976-2016). Task: Predict the reactants needed to synthesize the given product. (1) Given the product [F:15][C:16]([F:28])([F:29])[C:17]1[CH:18]=[C:19]([NH:20][C:5](=[O:7])[C:4]2[CH:8]=[C:9]([C:11]([F:14])([F:13])[F:12])[CH:10]=[C:2]([F:1])[CH:3]=2)[CH:21]=[C:22]([C:24]([F:25])([F:27])[F:26])[CH:23]=1, predict the reactants needed to synthesize it. The reactants are: [F:1][C:2]1[CH:3]=[C:4]([CH:8]=[C:9]([C:11]([F:14])([F:13])[F:12])[CH:10]=1)[C:5]([OH:7])=O.[F:15][C:16]([F:29])([F:28])[C:17]1[CH:18]=[C:19]([CH:21]=[C:22]([C:24]([F:27])([F:26])[F:25])[CH:23]=1)[NH2:20]. (2) Given the product [Br:1][C:18]1[N:17]=[C:16]([C@H:19]2[CH2:28][CH2:27][C@@H:26]3[N:21]([C:22](=[O:29])[CH2:23][CH2:24][CH2:25]3)[CH2:20]2)[N:12]2[CH:13]=[CH:14][N:15]=[C:10]([Cl:9])[C:11]=12, predict the reactants needed to synthesize it. The reactants are: [Br:1]N1C(=O)CCC1=O.[Cl:9][C:10]1[C:11]2[N:12]([C:16]([C@H:19]3[CH2:28][CH2:27][C@@H:26]4[N:21]([C:22](=[O:29])[CH2:23][CH2:24][CH2:25]4)[CH2:20]3)=[N:17][CH:18]=2)[CH:13]=[CH:14][N:15]=1.N#N. (3) Given the product [N:1]1([S:11]([C:14]2[CH:15]=[C:16]([N:20]3[C:25](=[O:26])[C:24]4=[C:27]([C:30]([NH2:37])=[O:32])[S:28][CH:29]=[C:23]4[NH:22][C:21]3=[O:33])[CH:17]=[CH:18][CH:19]=2)(=[O:12])=[O:13])[C:10]2[C:5](=[CH:6][CH:7]=[CH:8][CH:9]=2)[CH2:4][CH2:3][CH2:2]1, predict the reactants needed to synthesize it. The reactants are: [N:1]1([S:11]([C:14]2[CH:15]=[C:16]([N:20]3[C:25](=[O:26])[C:24]4=[C:27]([C:30]([OH:32])=O)[S:28][CH:29]=[C:23]4[NH:22][C:21]3=[O:33])[CH:17]=[CH:18][CH:19]=2)(=[O:13])=[O:12])[C:10]2[C:5](=[CH:6][CH:7]=[CH:8][CH:9]=2)[CH2:4][CH2:3][CH2:2]1.Cl.C([N:37]=C=NCCCN(C)C)C.[NH4+].C(=O)(O)[O-].[Na+]. (4) Given the product [CH3:1][O:2][C:3]([C@@H:5]1[C@@H:10]([O:11][C:12](=[O:14])[CH3:13])[C@H:9]([O:15][C:16](=[O:18])[CH3:17])[C@@H:8]([O:19][C:20](=[O:22])[CH3:21])[C@H:7]([O:24][C:25]2[CH:32]=[CH:31][C:28]([CH:29]=[O:30])=[CH:27][CH:26]=2)[O:6]1)=[O:4], predict the reactants needed to synthesize it. The reactants are: [CH3:1][O:2][C:3]([C@@H:5]1[C@@H:10]([O:11][C:12](=[O:14])[CH3:13])[C@H:9]([O:15][C:16](=[O:18])[CH3:17])[C@@H:8]([O:19][C:20](=[O:22])[CH3:21])[C@H:7](Br)[O:6]1)=[O:4].[OH:24][C:25]1[CH:32]=[CH:31][C:28]([CH:29]=[O:30])=[CH:27][CH:26]=1. (5) Given the product [CH2:1]([O:3][C:4]([C:6]1[C:7]([OH:22])=[C:8]2[C:15]([C:16]3[CH:21]=[CH:20][CH:19]=[CH:18][CH:17]=3)=[N:14][O:13][C:9]2=[C:10]([C:40]2[CH:39]=[CH:38][CH:37]=[CH:36][N:41]=2)[N:11]=1)=[O:5])[CH3:2], predict the reactants needed to synthesize it. The reactants are: [CH2:1]([O:3][C:4]([C:6]1[C:7]([OH:22])=[C:8]2[C:15]([C:16]3[CH:21]=[CH:20][CH:19]=[CH:18][CH:17]=3)=[N:14][O:13][C:9]2=[C:10](Br)[N:11]=1)=[O:5])[CH3:2].CCCC[Sn]([C:36]1[N:41]=[CH:40][CH:39]=[CH:38][CH:37]=1)(CCCC)CCCC. (6) Given the product [CH3:25][C:26]1[CH:27]=[C:28]([CH:34]=[CH:35][C:36]=1[CH3:37])[CH2:29][C:30]1([NH:33][CH2:21][CH:20]([C:12]2[C:13]3[O:18][CH2:17][C:16](=[O:19])[NH:15][C:14]=3[C:9]([OH:8])=[CH:10][CH:11]=2)[OH:24])[CH2:31][CH2:32]1, predict the reactants needed to synthesize it. The reactants are: C([O:8][C:9]1[C:14]2[NH:15][C:16](=[O:19])[CH2:17][O:18][C:13]=2[C:12]([C:20](=[O:24])[CH:21](O)O)=[CH:11][CH:10]=1)C1C=CC=CC=1.[CH3:25][C:26]1[CH:27]=[C:28]([CH:34]=[CH:35][C:36]=1[CH3:37])[CH2:29][C:30]1([NH2:33])[CH2:32][CH2:31]1.FC(F)(F)C([O-])=O.